From a dataset of Full USPTO retrosynthesis dataset with 1.9M reactions from patents (1976-2016). Predict the reactants needed to synthesize the given product. (1) Given the product [C:1]([CH:5]1[CH2:6][CH2:7][CH:8]([OH:11])[CH2:9][CH2:10]1)([CH3:4])([CH3:2])[CH3:3], predict the reactants needed to synthesize it. The reactants are: [C:1]([C@@H:5]1[CH2:10][CH2:9][C@H:8]([OH:11])[CH2:7][CH2:6]1)([CH3:4])([CH3:3])[CH3:2].C([C@H]1CC[C@H](O)CC1)(C)(C)C. (2) The reactants are: [CH3:1][O:2][C:3]([C:5]1[O:6][C:7]([CH3:27])=[C:8]([CH2:10][O:11][C:12]2[CH:17]=[CH:16][C:15](B3OC(C)(C)C(C)(C)O3)=[CH:14][CH:13]=2)[CH:9]=1)=[O:4].C(=O)([O-])[O-].[Cs+].[Cs+].I[C:35]1[CH:40]=[CH:39][C:38]([O:41][CH3:42])=[CH:37][N:36]=1.O=O.Cl. Given the product [CH3:1][O:2][C:3]([C:5]1[O:6][C:7]([CH3:27])=[C:8]([CH2:10][O:11][C:12]2[CH:13]=[CH:14][C:15]([C:35]3[CH:40]=[CH:39][C:38]([O:41][CH3:42])=[CH:37][N:36]=3)=[CH:16][CH:17]=2)[CH:9]=1)=[O:4], predict the reactants needed to synthesize it. (3) Given the product [Br:1][C:2]1[C:7]([Cl:8])=[CH:6][CH:5]=[CH:4][C:3]=1[CH:9]=[O:10], predict the reactants needed to synthesize it. The reactants are: [Br:1][C:2]1[C:7]([Cl:8])=[CH:6][CH:5]=[CH:4][C:3]=1[CH2:9][OH:10].C(=O)([O-])O.[Na+].S([O-])([O-])(=O)=S.[Na+].[Na+]. (4) Given the product [Cl:9][CH2:10][C:11]1[O:15][N:14]=[C:13]([C:16]([CH:18]2[CH2:23][CH2:22][CH2:21][CH2:20][CH2:19]2)([C:1]2[CH:6]=[CH:5][CH:4]=[CH:3][CH:2]=2)[OH:17])[N:12]=1, predict the reactants needed to synthesize it. The reactants are: [CH:1]1([Mg]Cl)[CH2:6][CH2:5][CH2:4][CH2:3][CH2:2]1.[Cl:9][CH2:10][C:11]1[O:15][N:14]=[C:13]([C:16]([C:18]2[CH:23]=[CH:22][CH:21]=[CH:20][CH:19]=2)=[O:17])[N:12]=1. (5) Given the product [C:10]([C:14]1[N:22]=[C:21]2[C:17]([N:18]=[CH:19][N:20]2[CH2:23][C:24]2[C:29]([Cl:30])=[CH:28][CH:27]=[CH:26][N:25]=2)=[C:16]([N:37]2[CH2:38][CH2:39][C:35]([C:34]([F:42])([F:41])[F:33])([OH:40])[CH2:36]2)[N:15]=1)([CH3:13])([CH3:12])[CH3:11], predict the reactants needed to synthesize it. The reactants are: CCN(C(C)C)C(C)C.[C:10]([C:14]1[N:22]=[C:21]2[C:17]([N:18]=[CH:19][N:20]2[CH2:23][C:24]2[C:29]([Cl:30])=[CH:28][CH:27]=[CH:26][N:25]=2)=[C:16](Cl)[N:15]=1)([CH3:13])([CH3:12])[CH3:11].Cl.[F:33][C:34]([F:42])([F:41])[C:35]1([OH:40])[CH2:39][CH2:38][NH:37][CH2:36]1.O.